From a dataset of Peptide-MHC class I binding affinity with 185,985 pairs from IEDB/IMGT. Regression. Given a peptide amino acid sequence and an MHC pseudo amino acid sequence, predict their binding affinity value. This is MHC class I binding data. (1) The peptide sequence is VTNRHEEKF. The MHC is HLA-A66:01 with pseudo-sequence HLA-A66:01. The binding affinity (normalized) is 0.213. (2) The peptide sequence is IYWLIFWRF. The MHC is HLA-A02:06 with pseudo-sequence HLA-A02:06. The binding affinity (normalized) is 0.0847.